From a dataset of Reaction yield outcomes from USPTO patents with 853,638 reactions. Predict the reaction yield, written as a fraction of the theoretical maximum amount of product (1.0 means a 100% yield; for example, 0.34 means a 34% yield). (1) The reactants are C(O[C:5]1[C:6](=[O:18])[C:7](=[O:17])[C:8]=1[C:9]1[CH:14]=[CH:13][C:12]([O:15][CH3:16])=[CH:11][CH:10]=1)(C)C.[CH3:19][C:20]([NH2:29])([CH3:28])[CH2:21][C:22]1[CH:27]=[CH:26][CH:25]=[CH:24][CH:23]=1. The catalyst is C(O)C. The product is [CH3:28][C:20]([NH:29][C:5]1[C:6](=[O:18])[C:7](=[O:17])[C:8]=1[C:9]1[CH:10]=[CH:11][C:12]([O:15][CH3:16])=[CH:13][CH:14]=1)([CH3:19])[CH2:21][C:22]1[CH:27]=[CH:26][CH:25]=[CH:24][CH:23]=1. The yield is 0.830. (2) The reactants are [F:1][C:2]([F:31])([O:7][C:8]1[CH:13]=[CH:12][C:11]([N:14]2[CH:18]=[N:17][C:16]([C:19]3[CH:24]=[CH:23][C:22]([CH2:25]C(N=[N+]=[N-])=O)=[CH:21][CH:20]=3)=[N:15]2)=[CH:10][CH:9]=1)[C:3]([F:6])([F:5])[F:4].[CH:32]([C:35]1[CH:41]=[CH:40][CH:39]=[CH:38][C:36]=1[NH2:37])([CH3:34])[CH3:33].[C:42](=[O:45])([O-])[O-].[Cs+].[Cs+].C(#[N:50])C. No catalyst specified. The product is [CH:32]([C:35]1[CH:41]=[CH:40][CH:39]=[CH:38][C:36]=1[NH:37][C:42]([NH:50][CH2:25][C:22]1[CH:21]=[CH:20][C:19]([C:16]2[N:17]=[CH:18][N:14]([C:11]3[CH:12]=[CH:13][C:8]([O:7][C:2]([F:1])([F:31])[C:3]([F:6])([F:5])[F:4])=[CH:9][CH:10]=3)[N:15]=2)=[CH:24][CH:23]=1)=[O:45])([CH3:34])[CH3:33]. The yield is 0.220. (3) The yield is 0.0700. The product is [ClH:34].[Cl:34][C:31]1[CH:32]=[CH:33][C:28]([C:26]2[S:27][C:21]3[C:20](=[O:35])[N:19]([C:16]4[CH:17]=[CH:18][C:13]([O:12][CH:10]5[CH2:9][N:8]([CH2:4][CH2:3][C:2]([F:7])([F:6])[F:1])[CH2:11]5)=[C:14]([O:36][CH3:37])[CH:15]=4)[CH:24]=[CH:23][C:22]=3[N:25]=2)=[CH:29][CH:30]=1. The catalyst is CO.C(Cl)(Cl)Cl. The reactants are [F:1][C:2]([F:7])([F:6])[CH2:3][CH:4]=O.[NH:8]1[CH2:11][CH:10]([O:12][C:13]2[CH:18]=[CH:17][C:16]([N:19]3[CH:24]=[CH:23][C:22]4[N:25]=[C:26]([C:28]5[CH:33]=[CH:32][C:31]([Cl:34])=[CH:30][CH:29]=5)[S:27][C:21]=4[C:20]3=[O:35])=[CH:15][C:14]=2[O:36][CH3:37])[CH2:9]1.C(O)(=O)C.C([BH3-])#N.[Na+].C([O-])(O)=O.[Na+].Cl.CCOCC. (4) The yield is 0.570. The catalyst is O. The product is [CH3:11][CH:9]([CH2:8][C@H:3]([CH2:1][NH2:2])[CH2:4][C:5]([OH:7])=[O:6])[CH3:10]. The reactants are [C:1]([C:3](=[CH:8][CH:9]([CH3:11])[CH3:10])[CH2:4][C:5]([O-:7])=[O:6])#[N:2].C([NH3+])(C)(C)C.[OH-].[K+].C(O)(=O)C.